From a dataset of NCI-60 drug combinations with 297,098 pairs across 59 cell lines. Regression. Given two drug SMILES strings and cell line genomic features, predict the synergy score measuring deviation from expected non-interaction effect. (1) Drug 1: CCCCC(=O)OCC(=O)C1(CC(C2=C(C1)C(=C3C(=C2O)C(=O)C4=C(C3=O)C=CC=C4OC)O)OC5CC(C(C(O5)C)O)NC(=O)C(F)(F)F)O. Drug 2: COC1=C2C(=CC3=C1OC=C3)C=CC(=O)O2. Cell line: SK-OV-3. Synergy scores: CSS=21.2, Synergy_ZIP=1.74, Synergy_Bliss=2.52, Synergy_Loewe=-12.4, Synergy_HSA=1.14. (2) Drug 1: CC1=C(C=C(C=C1)C(=O)NC2=CC(=CC(=C2)C(F)(F)F)N3C=C(N=C3)C)NC4=NC=CC(=N4)C5=CN=CC=C5. Drug 2: CC1CCCC2(C(O2)CC(NC(=O)CC(C(C(=O)C(C1O)C)(C)C)O)C(=CC3=CSC(=N3)C)C)C. Cell line: HS 578T. Synergy scores: CSS=59.7, Synergy_ZIP=2.03, Synergy_Bliss=1.55, Synergy_Loewe=-22.8, Synergy_HSA=1.58. (3) Drug 1: COC1=CC(=CC(=C1O)OC)C2C3C(COC3=O)C(C4=CC5=C(C=C24)OCO5)OC6C(C(C7C(O6)COC(O7)C8=CC=CS8)O)O. Drug 2: C1CC(=O)NC(=O)C1N2C(=O)C3=CC=CC=C3C2=O. Cell line: SF-268. Synergy scores: CSS=11.7, Synergy_ZIP=2.05, Synergy_Bliss=1.51, Synergy_Loewe=-25.8, Synergy_HSA=1.71.